This data is from Forward reaction prediction with 1.9M reactions from USPTO patents (1976-2016). The task is: Predict the product of the given reaction. (1) The product is: [C:1]([N:8]1[CH2:12][C@@H:11]([NH:13][C:47]2[CH:52]=[CH:51][C:50]([F:53])=[CH:49][C:48]=2[F:54])[CH2:10][C@H:9]1[C:14]([N:16]([CH3:18])[CH3:17])=[O:15])([O:3][C:4]([CH3:7])([CH3:6])[CH3:5])=[O:2]. Given the reactants [C:1]([N:8]1[CH2:12][C@@H:11]([NH2:13])[CH2:10][C@H:9]1[C:14]([N:16]([CH3:18])[CH3:17])=[O:15])([O:3][C:4]([CH3:7])([CH3:6])[CH3:5])=[O:2].CC(C)([O-])C.[Na+].C(P(C(C)(C)C)C1C=CC=CC=1C1C=CC=CC=1)(C)(C)C.Br[C:47]1[CH:52]=[CH:51][C:50]([F:53])=[CH:49][C:48]=1[F:54], predict the reaction product. (2) Given the reactants [CH3:1][O:2][C:3]1([O:9][CH3:10])[CH2:8][CH2:7][S:6][CH2:5][CH2:4]1.CO.COC1CCSCC=1.OC1C(O)=[C:29]([O:32][CH3:33])[CH:28]=[CH:27][C:23]=1[C:24]([OH:26])=[O:25], predict the reaction product. The product is: [CH3:33][O:32][C:29]1[C:1]2[O:2][C:3]3([O:9][C:10]=2[C:23]([C:24]([OH:26])=[O:25])=[CH:27][CH:28]=1)[CH2:8][CH2:7][S:6][CH2:5][CH2:4]3.